From a dataset of Reaction yield outcomes from USPTO patents with 853,638 reactions. Predict the reaction yield, written as a fraction of the theoretical maximum amount of product (1.0 means a 100% yield; for example, 0.34 means a 34% yield). (1) The reactants are N1C=CC=CC=1.[C:7]1([CH3:17])[CH:12]=[CH:11][C:10]([S:13](Cl)(=[O:15])=[O:14])=[CH:9][CH:8]=1.[CH3:18][C:19]1[CH:23]([CH3:24])[CH:22]=[C:21]([CH3:25])[C:20]=1[C:26]1[CH:31]=[CH:30][CH:29]=[CH:28][C:27]=1[NH2:32].Cl. No catalyst specified. The product is [CH3:18][C:19]1[CH:23]([CH3:24])[CH:22]=[C:21]([CH3:25])[C:20]=1[C:26]1[CH:31]=[CH:30][CH:29]=[CH:28][C:27]=1[NH:32][S:13]([C:10]1[CH:11]=[CH:12][C:7]([CH3:17])=[CH:8][CH:9]=1)(=[O:15])=[O:14]. The yield is 0.640. (2) The reactants are Cl[CH2:2][CH:3]([OH:10])[CH2:4][N:5]1[CH:9]=[CH:8][N:7]=[N:6]1.[NH3:11]. The catalyst is CO. The product is [NH2:11][CH2:2][CH:3]([OH:10])[CH2:4][N:5]1[CH:9]=[CH:8][N:7]=[N:6]1. The yield is 1.00.